This data is from Full USPTO retrosynthesis dataset with 1.9M reactions from patents (1976-2016). The task is: Predict the reactants needed to synthesize the given product. (1) The reactants are: [F:1][C:2]([F:20])([S:16]([OH:19])(=[O:18])=[O:17])[C:3]([F:15])([F:14])[C:4]([F:13])([F:12])[C:5]([F:11])([F:10])[S:6](O)(=[O:8])=[O:7].O=P12OP3(OP(OP(O3)(O1)=O)(=O)O2)=O. Given the product [F:11][C:5]1([F:10])[S:6](=[O:7])(=[O:8])[O:17][S:16](=[O:19])(=[O:18])[C:2]([F:20])([F:1])[C:3]([F:15])([F:14])[C:4]1([F:12])[F:13], predict the reactants needed to synthesize it. (2) Given the product [Cl:1][C:2]1[CH:3]=[CH:4][C:5]([CH2:11][O:12][C:13]2[CH:18]=[CH:17][C:16]([F:19])=[C:15]([F:20])[CH:14]=2)=[C:6]([CH:10]=1)[C:7]([NH:22][C@H:23]([C:25]1[CH:34]=[CH:33][C:28]([C:29]([O:31][CH3:32])=[O:30])=[CH:27][CH:26]=1)[CH3:24])=[O:9], predict the reactants needed to synthesize it. The reactants are: [Cl:1][C:2]1[CH:3]=[CH:4][C:5]([CH2:11][O:12][C:13]2[CH:18]=[CH:17][C:16]([F:19])=[C:15]([F:20])[CH:14]=2)=[C:6]([CH:10]=1)[C:7]([OH:9])=O.Cl.[NH2:22][C@H:23]([C:25]1[CH:34]=[CH:33][C:28]([C:29]([O:31][CH3:32])=[O:30])=[CH:27][CH:26]=1)[CH3:24].